From a dataset of Reaction yield outcomes from USPTO patents with 853,638 reactions. Predict the reaction yield, written as a fraction of the theoretical maximum amount of product (1.0 means a 100% yield; for example, 0.34 means a 34% yield). (1) The reactants are [C:1]([O:7][C:8]([CH3:11])([CH3:10])[CH3:9])(=[O:6])[C:2]([O:4]C)=O.[CH2:12]([O:19][CH2:20][C:21]([O:23][CH3:24])=[O:22])[C:13]1[CH:18]=[CH:17][CH:16]=[CH:15][CH:14]=1.[Li+].CC([N-]C(C)C)C.[Li]CCCC.C(NC(C)C)(C)C.Cl. The product is [CH2:12]([O:19]/[C:20](=[C:2](/[OH:4])\[C:1]([O:7][C:8]([CH3:11])([CH3:10])[CH3:9])=[O:6])/[C:21]([O:23][CH3:24])=[O:22])[C:13]1[CH:18]=[CH:17][CH:16]=[CH:15][CH:14]=1. The yield is 0.490. The catalyst is C1COCC1. (2) The reactants are [O:1]=[C:2]1[C:10]2[C:5](=[CH:6][CH:7]=[CH:8][CH:9]=2)[C:4](=[O:11])[N:3]1[CH2:12][CH2:13][CH2:14][CH2:15][C:16]1[CH:21]=[CH:20][C:19]([S:22](Cl)(=[O:24])=[O:23])=[CH:18][CH:17]=1.CN1CCOCC1.[NH2:33][C@@H:34]([CH:38]([CH3:40])[CH3:39])[C:35]([NH2:37])=[O:36]. The catalyst is CN(C=O)C. The product is [O:1]=[C:2]1[C:10]2[C:5](=[CH:6][CH:7]=[CH:8][CH:9]=2)[C:4](=[O:11])[N:3]1[CH2:12][CH2:13][CH2:14][CH2:15][C:16]1[CH:21]=[CH:20][C:19]([S:22]([NH:33][C@@H:34]([CH:38]([CH3:40])[CH3:39])[C:35]([NH2:37])=[O:36])(=[O:24])=[O:23])=[CH:18][CH:17]=1. The yield is 0.730. (3) The reactants are [CH2:1]([SH:8])[C:2]1[CH:7]=[CH:6][CH:5]=[CH:4][CH:3]=1.[H-].[Na+].[Cl:11][C:12]1[CH:13]=[CH:14][C:15](F)=[C:16]([CH:20]=1)[C:17]([NH2:19])=[O:18]. The yield is 0.360. The product is [CH2:1]([S:8][C:15]1[CH:14]=[CH:13][C:12]([Cl:11])=[CH:20][C:16]=1[C:17]([NH2:19])=[O:18])[C:2]1[CH:7]=[CH:6][CH:5]=[CH:4][CH:3]=1. The catalyst is C1COCC1. (4) The reactants are [Br:1][C:2]1[CH:21]=[CH:20][CH:19]=[CH:18][C:3]=1[C:4]([N:6]1[CH2:11][CH2:10][N:9]([C:12](=[O:17])[CH2:13][C:14]([OH:16])=O)[CH2:8][CH2:7]1)=[O:5].CCN=C=NCCCN(C)C.C1C=CC2N(O)N=NC=2C=1.[C:43]1([N:49]2[CH:53]=[C:52]([NH2:54])[CH:51]=[N:50]2)[CH:48]=[CH:47][CH:46]=[CH:45][CH:44]=1. The catalyst is CN(C1C=CN=CC=1)C.CN(C=O)C.O. The product is [Br:1][C:2]1[CH:21]=[CH:20][CH:19]=[CH:18][C:3]=1[C:4]([N:6]1[CH2:7][CH2:8][N:9]([C:12](=[O:17])[CH2:13][C:14]([NH:54][C:52]2[CH:51]=[N:50][N:49]([C:43]3[CH:48]=[CH:47][CH:46]=[CH:45][CH:44]=3)[CH:53]=2)=[O:16])[CH2:10][CH2:11]1)=[O:5]. The yield is 0.360. (5) The reactants are C1(P(C2C=CC=CC=2)C2C=CC=CC=2)C=CC=CC=1.N(C(OC(C)C)=O)=NC(OC(C)C)=O.[OH:34][C:35]1[CH:44]=[C:43]2[C:38]([C:39]([O:45][C:46]3[CH:47]=[C:48]4[C:52](=[CH:53][CH:54]=3)[NH:51][C:50]([CH3:55])=[CH:49]4)=[N:40][CH:41]=[N:42]2)=[CH:37][C:36]=1[O:56][CH3:57].[CH3:58][N:59]([CH3:63])[CH2:60][CH2:61]O. The catalyst is C(Cl)Cl. The product is [CH3:58][N:59]([CH2:60][CH2:61][O:34][C:35]1[CH:44]=[C:43]2[C:38]([C:39]([O:45][C:46]3[CH:47]=[C:48]4[C:52](=[CH:53][CH:54]=3)[NH:51][C:50]([CH3:55])=[CH:49]4)=[N:40][CH:41]=[N:42]2)=[CH:37][C:36]=1[O:56][CH3:57])[CH3:63]. The yield is 0.380. (6) The reactants are CO[C:3](=[O:20])[C:4]1[CH:9]=[C:8]([C:10]2[CH:15]=[CH:14][N:13]=[N:12][CH:11]=2)[C:7]([CH:16]([CH3:18])[CH3:17])=[CH:6][C:5]=1[NH2:19].ClC([O:24][C:25]1C=CC(Cl)=CC=1)=O.[CH3:32][S:33]([NH:36][NH2:37])(=[O:35])=[O:34].CCN(C(C)C)C(C)C. The catalyst is O1CCOCC1. The product is [CH:16]([C:7]1[CH:6]=[C:5]2[C:4]([C:3](=[O:20])[N:37]([NH:36][S:33]([CH3:32])(=[O:35])=[O:34])[C:25](=[O:24])[NH:19]2)=[CH:9][C:8]=1[C:10]1[CH:15]=[CH:14][N:13]=[N:12][CH:11]=1)([CH3:17])[CH3:18]. The yield is 0.510. (7) The reactants are [Li+:1].C[Si]([N-][Si](C)(C)C)(C)C.[C:11]([C:14]1[O:15][CH:16]=[CH:17][CH:18]=1)(=[O:13])[CH3:12].[C:19](OC(C)(C)C)(=[O:27])[C:20]([O:22][C:23]([CH3:26])([CH3:25])[CH3:24])=[O:21]. The catalyst is CCOCC. The product is [C:23]([O:22][C:20](=[O:21])[C:19]([O-:27])=[CH:12][C:11]([C:14]1[O:15][CH:16]=[CH:17][CH:18]=1)=[O:13])([CH3:26])([CH3:25])[CH3:24].[Li+:1]. The yield is 0.830.